From a dataset of Reaction yield outcomes from USPTO patents with 853,638 reactions. Predict the reaction yield, written as a fraction of the theoretical maximum amount of product (1.0 means a 100% yield; for example, 0.34 means a 34% yield). (1) The reactants are S(=O)(=O)(O)O.[I:6][C:7]1[CH:8]=[C:9]2[C:13](=[CH:14][CH:15]=1)[N:12]([CH2:16][CH2:17][CH2:18][CH2:19][CH2:20][CH2:21][CH3:22])[C:11](=[O:23])C2=O.C(=O)([O-])O.[Na+].CO.CO[CH:34]([O:37][CH3:38])[O:35][CH3:36]. No catalyst specified. The product is [I:6][C:7]1[CH:15]=[C:14]2[C:13](=[CH:9][CH:8]=1)[N:12]([CH2:16][CH2:17][CH2:18][CH2:19][CH2:20][CH2:21][CH3:22])[C:11](=[O:23])[C:34]2([O:35][CH3:36])[O:37][CH3:38]. The yield is 1.00. (2) The reactants are [H-].[Na+].[CH3:3][C:4]12[C:16]3[C:8](=[CH:9][C:10]([NH:17][C:18]4[N:23]=[CH:22][C:21]([C:24]([O:26]CC)=[O:25])=[CH:20][N:19]=4)=[CH:11][C:12]=3[CH2:13][CH2:14][CH2:15]1)[CH2:7][CH2:6][CH2:5]2.Br[CH2:30][CH3:31].[Cl-].[NH4+]. The catalyst is CN(C)C=O. The product is [CH2:30]([N:17]([C:10]1[CH:9]=[C:8]2[C:16]3[C:4]([CH3:3])([CH2:5][CH2:6][CH2:7]2)[CH2:15][CH2:14][CH2:13][C:12]=3[CH:11]=1)[C:18]1[N:23]=[CH:22][C:21]([C:24]([OH:26])=[O:25])=[CH:20][N:19]=1)[CH3:31]. The yield is 0.760.